From a dataset of Full USPTO retrosynthesis dataset with 1.9M reactions from patents (1976-2016). Predict the reactants needed to synthesize the given product. (1) Given the product [F:46][C:47]1[C:48]([C@H:53]([C:55]2[CH:60]=[CH:59][C:58]([C:61]([F:63])([F:64])[F:62])=[CH:57][CH:56]=2)[NH:54][C:9]([C:6]2[CH:5]=[CH:4][C:3]([C:1]([NH2:2])=[O:28])=[CH:8][N:7]=2)=[O:11])=[N:49][CH:50]=[CH:51][CH:52]=1, predict the reactants needed to synthesize it. The reactants are: [C:1]([C:3]1[CH:4]=[CH:5][C:6]([C:9]([OH:11])=O)=[N:7][CH:8]=1)#[N:2].CCN(C(C)C)C(C)C.CN(C([O:28]N1N=NC2C=CC=NC1=2)=[N+](C)C)C.F[P-](F)(F)(F)(F)F.Cl.[F:46][C:47]1[C:48]([C@H:53]([C:55]2[CH:60]=[CH:59][C:58]([C:61]([F:64])([F:63])[F:62])=[CH:57][CH:56]=2)[NH2:54])=[N:49][CH:50]=[CH:51][CH:52]=1.Cl.FC(F)(F)C1C=CC([C@@H](C2C(C(F)(F)F)=CC=CN=2)N)=CC=1. (2) Given the product [N:16]1[CH:19]=[CH:20][CH:5]=[CH:4][C:3]=1[S:6][C:7]1[CH:8]=[CH:9][C:10]([NH2:13])=[CH:11][CH:12]=1, predict the reactants needed to synthesize it. The reactants are: S1[CH:5]=[CH:4][C:3]([S:6][C:7]2[CH:12]=[CH:11][C:10]([N+:13]([O-])=O)=[CH:9][CH:8]=2)=C1.[N+:16]([C:19]1C=CC(S)=C[CH:20]=1)([O-])=O.BrC1C=CSC=1.[OH-].[K+]. (3) Given the product [CH3:1][N:2]1[CH2:7][CH2:6][N:5]([C:8]([O:10][C@@H:11]2[N:20]([C:21]3[CH:22]=[CH:23][C:24]([Cl:27])=[CH:25][N:26]=3)[C:18](=[O:19])[C:13]3[N:14]=[CH:15][CH:16]=[N:17][C:12]2=3)=[O:9])[CH2:4][CH2:3]1.[S:29]([O-:32])(=[O:31])(=[O:30])[CH3:28], predict the reactants needed to synthesize it. The reactants are: [CH3:1][N:2]1[CH2:7][CH2:6][N:5]([C:8]([O:10][C@@H:11]2[N:20]([C:21]3[CH:22]=[CH:23][C:24]([Cl:27])=[CH:25][N:26]=3)[C:18](=[O:19])[C:13]3[N:14]=[CH:15][CH:16]=[N:17][C:12]2=3)=[O:9])[CH2:4][CH2:3]1.[CH3:28][S:29]([OH:32])(=[O:31])=[O:30]. (4) Given the product [CH:1]1([C:4]2[CH:5]=[CH:6][C:7]([C:15]([NH:18][C:19]3([CH2:23][C:24]([O:26][CH3:27])=[O:25])[CH2:22][S:21][CH2:20]3)=[O:17])=[N:8][C:9]=2[O:10][CH2:11][CH:12]2[CH2:13][CH2:14]2)[CH2:2][CH2:3]1, predict the reactants needed to synthesize it. The reactants are: [CH:1]1([C:4]2[CH:5]=[CH:6][C:7]([C:15]([OH:17])=O)=[N:8][C:9]=2[O:10][CH2:11][CH:12]2[CH2:14][CH2:13]2)[CH2:3][CH2:2]1.[NH2:18][C:19]1([CH2:23][C:24]([O:26][CH3:27])=[O:25])[CH2:22][S:21][CH2:20]1.CCN(C(C)C)C(C)C. (5) Given the product [C:8]([O:7][C:6](=[O:12])[N:5]([CH2:4][CH2:3][O:2][CH3:1])[CH2:16][C:17]1[NH:18][C:19](=[O:27])[C:20]2[CH2:26][O:25][CH2:24][CH2:23][C:21]=2[N:22]=1)([CH3:9])([CH3:11])[CH3:10], predict the reactants needed to synthesize it. The reactants are: [CH3:1][O:2][CH2:3][CH2:4][NH:5][C:6](=[O:12])[O:7][C:8]([CH3:11])([CH3:10])[CH3:9].[H-].[Na+].Cl[CH2:16][C:17]1[NH:18][C:19](=[O:27])[C:20]2[CH2:26][O:25][CH2:24][CH2:23][C:21]=2[N:22]=1.